Dataset: Full USPTO retrosynthesis dataset with 1.9M reactions from patents (1976-2016). Task: Predict the reactants needed to synthesize the given product. (1) Given the product [C:1]([O:5][C:6]([NH:8][C@@:9]1([CH:21]2[CH2:26][CH2:25][N:24]([C:27]([O:29][CH2:30][CH2:31][Si:32]([CH3:35])([CH3:34])[CH3:33])=[O:28])[CH2:23][CH2:22]2)[C:16](=[O:17])[N:15]2[C@@H:11]([S:12][CH2:13][C@H:14]2[C:18]([O:20][CH3:36])=[O:19])[CH2:10]1)=[O:7])([CH3:4])([CH3:3])[CH3:2], predict the reactants needed to synthesize it. The reactants are: [C:1]([O:5][C:6]([NH:8][C@@:9]1([CH:21]2[CH2:26][CH2:25][N:24]([C:27]([O:29][CH2:30][CH2:31][Si:32]([CH3:35])([CH3:34])[CH3:33])=[O:28])[CH2:23][CH2:22]2)[C:16](=[O:17])[N:15]2[C@@H:11]([S:12][CH2:13][C@H:14]2[C:18]([OH:20])=[O:19])[CH2:10]1)=[O:7])([CH3:4])([CH3:3])[CH3:2].[CH2:36](OCC)C.C[Si](C=[N+]=[N-])(C)C.C(O)(=O)C. (2) Given the product [Br:1][C:2]1[C:3]([F:11])=[C:4]([NH:14][C:17](=[O:26])[O:40][C:37]([CH3:39])([CH3:38])[CH3:36])[CH:8]=[CH:9][CH:10]=1, predict the reactants needed to synthesize it. The reactants are: [Br:1][C:2]1[C:3]([F:11])=[C:4]([CH:8]=[CH:9][CH:10]=1)C(O)=O.C([N:14]([CH2:17]C)CC)C.C1C=CC(P(N=[N+]=[N-])(C2C=CC=CC=2)=[O:26])=CC=1.[CH3:36][C:37]([OH:40])([CH3:39])[CH3:38].